From a dataset of Reaction yield outcomes from USPTO patents with 853,638 reactions. Predict the reaction yield, written as a fraction of the theoretical maximum amount of product (1.0 means a 100% yield; for example, 0.34 means a 34% yield). (1) The reactants are [CH3:1][N:2]1[CH2:7][CH2:6][NH:5][CH2:4][CH2:3]1.Br[CH2:9][CH2:10][CH2:11][OH:12]. The catalyst is C1(C)C=CC=CC=1. The product is [CH3:1][N:2]1[CH2:7][CH2:6][N:5]([CH2:9][CH2:10][CH2:11][OH:12])[CH2:4][CH2:3]1. The yield is 0.860. (2) The reactants are [CH3:1][N:2]([CH3:10])[C:3]1[CH:8]=[CH:7][CH:6]=[C:5]([CH3:9])[CH:4]=1.FC(F)(F)S(O[C:17]1[CH:22]=[CH:21]C=[CH:19][C:18]=1[Si](C)(C)C)(=O)=O.[F-].[K+].C1OCCOCCOCCOCCOCCOC1. The catalyst is C1COCC1. The product is [CH3:1][N:2]([C:10]1[CH:21]=[CH:22][CH:17]=[CH:18][CH:19]=1)[C:3]1[CH:8]=[CH:7][CH:6]=[C:5]([CH3:9])[CH:4]=1. The yield is 0.960. (3) The reactants are Br[C:2]1[CH:3]=[C:4]([N+:9]([O-:11])=[O:10])[C:5]([CH3:8])=[N:6][CH:7]=1.[CH2:12]([NH:15][C:16](=[O:22])[O:17][C:18]([CH3:21])([CH3:20])[CH3:19])[C:13]#[CH:14]. The catalyst is Cl[Pd](Cl)([P](C1C=CC=CC=1)(C1C=CC=CC=1)C1C=CC=CC=1)[P](C1C=CC=CC=1)(C1C=CC=CC=1)C1C=CC=CC=1.[Cu]I. The product is [C:18]([O:17][C:16](=[O:22])[NH:15][CH2:12][C:13]#[C:14][C:2]1[CH:7]=[N:6][C:5]([CH3:8])=[C:4]([N+:9]([O-:11])=[O:10])[CH:3]=1)([CH3:21])([CH3:20])[CH3:19]. The yield is 0.790. (4) The reactants are [F:1][C:2]1[CH:3]=[CH:4][C:5]([C:41]([F:44])([F:43])[F:42])=[C:6]([CH:40]=1)[C:7]([N:9]1[CH2:14][CH2:13][N:12]([C:15](=[O:39])[CH2:16][NH:17][C:18]([C:20]2[CH:24]=[C:23]([C:25]3[CH:30]=[CH:29][CH:28]=[CH:27][C:26]=3[O:31]CC3C=CC=CC=3)[NH:22][N:21]=2)=[O:19])[CH2:11][CH2:10]1)=[O:8]. The catalyst is CO.C1COCC1.[Pd]. The product is [F:1][C:2]1[CH:3]=[CH:4][C:5]([C:41]([F:44])([F:42])[F:43])=[C:6]([CH:40]=1)[C:7]([N:9]1[CH2:14][CH2:13][N:12]([C:15](=[O:39])[CH2:16][NH:17][C:18]([C:20]2[CH:24]=[C:23]([C:25]3[CH:30]=[CH:29][CH:28]=[CH:27][C:26]=3[OH:31])[NH:22][N:21]=2)=[O:19])[CH2:11][CH2:10]1)=[O:8]. The yield is 0.450. (5) The reactants are [OH:1][C:2]1[CH:3]=[CH:4][CH:5]=[C:6]2[C:11]=1[N+:10]([O-])=[CH:9][CH:8]=[CH:7]2.[C:13]([O:16]C(=O)C)(=[O:15])[CH3:14].C(O)(=O)C. The catalyst is C1(C)C=CC=CC=1. The product is [C:13]([O:16][C:9]1[CH:8]=[CH:7][C:6]2[C:11](=[C:2]([OH:1])[CH:3]=[CH:4][CH:5]=2)[N:10]=1)(=[O:15])[CH3:14]. The yield is 0.880. (6) The reactants are [CH3:1][O:2][C:3]([C:5]1[C:21]([NH:22][C:23]2[CH:28]=[CH:27][C:26](I)=[CH:25][C:24]=2[CH3:30])=[C:20]([F:31])[C:8]2[N:9]=[C:10]([CH2:12][O:13][CH2:14][CH2:15][Si:16]([CH3:19])([CH3:18])[CH3:17])[NH:11][C:7]=2[CH:6]=1)=[O:4].[CH3:32][N:33](C=O)C. The catalyst is C1C=CC(P(C2C=CC=CC=2)[C-]2C=CC=C2)=CC=1.C1C=CC(P(C2C=CC=CC=2)[C-]2C=CC=C2)=CC=1.[Fe+2].C1C=CC(/C=C/C(/C=C/C2C=CC=CC=2)=O)=CC=1.C1C=CC(/C=C/C(/C=C/C2C=CC=CC=2)=O)=CC=1.C1C=CC(/C=C/C(/C=C/C2C=CC=CC=2)=O)=CC=1.[Pd].[Pd].[C-]#N.[C-]#N.[Zn+2]. The product is [CH3:1][O:2][C:3]([C:5]1[C:21]([NH:22][C:23]2[CH:28]=[CH:27][C:26]([C:32]#[N:33])=[CH:25][C:24]=2[CH3:30])=[C:20]([F:31])[C:8]2[N:9]=[C:10]([CH2:12][O:13][CH2:14][CH2:15][Si:16]([CH3:19])([CH3:18])[CH3:17])[NH:11][C:7]=2[CH:6]=1)=[O:4]. The yield is 0.770. (7) The reactants are [F:1][C:2]1[CH:7]=[CH:6][CH:5]=[C:4]([F:8])[C:3]=1[N:9]1[C:14]2[N:15]=[C:16]([S:29][CH3:30])[N:17]=[C:18]([C:19]3[CH:20]=[C:21]([CH:25]=[CH:26][C:27]=3[CH3:28])[C:22](O)=[O:23])[C:13]=2[CH2:12][NH:11][C:10]1=[O:31].[CH2:32]([NH2:35])[CH2:33][CH3:34].CN(C(ON1N=NC2C=CC=NC1=2)=[N+](C)C)C.F[P-](F)(F)(F)(F)F.C(N(C(C)C)CC)(C)C. The catalyst is C(Cl)Cl.O. The product is [F:1][C:2]1[CH:7]=[CH:6][CH:5]=[C:4]([F:8])[C:3]=1[N:9]1[C:14]2[N:15]=[C:16]([S:29][CH3:30])[N:17]=[C:18]([C:19]3[CH:20]=[C:21]([CH:25]=[CH:26][C:27]=3[CH3:28])[C:22]([NH:35][CH2:32][CH2:33][CH3:34])=[O:23])[C:13]=2[CH2:12][NH:11][C:10]1=[O:31]. The yield is 0.840.